This data is from Catalyst prediction with 721,799 reactions and 888 catalyst types from USPTO. The task is: Predict which catalyst facilitates the given reaction. Reactant: [CH2:1]([O:3][C:4]([C:6]1[CH:22]=[CH:21][C:9]2[N:10]([C:13]3[CH:18]=[CH:17][CH:16]=[C:15]([CH2:19]O)[CH:14]=3)[CH:11]=[N:12][C:8]=2[CH:7]=1)=[O:5])[CH3:2].C(=O)([O-])[O-].[K+].[K+].[F:29][C:30]1[CH:31]=[C:32]([CH:35]=[CH:36][C:37]=1[F:38])[CH2:33][NH2:34]. Product: [CH2:1]([O:3][C:4]([C:6]1[CH:22]=[CH:21][C:9]2[N:10]([C:13]3[CH:18]=[CH:17][CH:16]=[C:15]([CH2:19][NH:34][CH2:33][C:32]4[CH:35]=[CH:36][C:37]([F:38])=[C:30]([F:29])[CH:31]=4)[CH:14]=3)[CH:11]=[N:12][C:8]=2[CH:7]=1)=[O:5])[CH3:2]. The catalyst class is: 3.